From a dataset of Full USPTO retrosynthesis dataset with 1.9M reactions from patents (1976-2016). Predict the reactants needed to synthesize the given product. (1) Given the product [S:1]1[CH:5]=[CH:4][C:3]2[C:6]([N:10]3[CH2:11][CH2:12][N:13]([CH2:16][CH2:17][CH2:18][CH2:19][O:20][C:21]4[CH:30]=[C:29]5[C:24]([CH2:25][CH2:26][C:27](=[O:31])[N:28]5[C:38](=[O:50])[CH2:39][CH2:40][CH2:41][CH2:42][CH2:43][CH2:44][CH2:45][CH2:46][CH2:47][CH2:48][CH3:49])=[CH:23][CH:22]=4)[CH2:14][CH2:15]3)=[CH:7][CH:8]=[CH:9][C:2]1=2, predict the reactants needed to synthesize it. The reactants are: [S:1]1[CH:5]=[CH:4][C:3]2[C:6]([N:10]3[CH2:15][CH2:14][N:13]([CH2:16][CH2:17][CH2:18][CH2:19][O:20][C:21]4[CH:30]=[C:29]5[C:24]([CH2:25][CH2:26][C:27](=[O:31])[NH:28]5)=[CH:23][CH:22]=4)[CH2:12][CH2:11]3)=[CH:7][CH:8]=[CH:9][C:2]1=2.N1C=CC=CC=1.[C:38](Cl)(=[O:50])[CH2:39][CH2:40][CH2:41][CH2:42][CH2:43][CH2:44][CH2:45][CH2:46][CH2:47][CH2:48][CH3:49].O. (2) The reactants are: [O:1]1[C:5]2([CH2:10][CH2:9][C:8]([C:11]3[N:12]=[CH:13][C:14]([NH2:17])=[N:15][CH:16]=3)=[CH:7][CH2:6]2)[O:4][CH2:3][CH2:2]1.[H][H]. Given the product [O:4]1[C:5]2([CH2:10][CH2:9][CH:8]([C:11]3[N:12]=[CH:13][C:14]([NH2:17])=[N:15][CH:16]=3)[CH2:7][CH2:6]2)[O:1][CH2:2][CH2:3]1, predict the reactants needed to synthesize it. (3) Given the product [CH2:27]([N:26]([CH2:29][CH3:30])[CH2:25][CH2:24][N:23]([CH3:1])[C:20]1[CH:19]=[CH:18][C:17]([N:14]2[CH:15]=[CH:16][C:11]([O:10][CH2:3][C:4]3[CH:9]=[CH:8][CH:7]=[CH:6][CH:5]=3)=[CH:12][C:13]2=[O:31])=[CH:22][CH:21]=1)[CH3:28], predict the reactants needed to synthesize it. The reactants are: [CH2:1]=O.[CH2:3]([O:10][C:11]1[CH:16]=[CH:15][N:14]([C:17]2[CH:22]=[CH:21][C:20]([NH:23][CH2:24][CH2:25][N:26]([CH2:29][CH3:30])[CH2:27][CH3:28])=[CH:19][CH:18]=2)[C:13](=[O:31])[CH:12]=1)[C:4]1[CH:9]=[CH:8][CH:7]=[CH:6][CH:5]=1.[OH-].[Na+]. (4) Given the product [F:42][C:43]1[CH:50]=[CH:49][C:46]([CH:47]([OH:48])[C:12]2[C:16]([CH2:17][N:18]([S:26]([C:29]3[CH:34]=[CH:33][C:32]([C:35]([F:38])([F:37])[F:36])=[CH:31][CH:30]=3)(=[O:28])=[O:27])[C:19](=[O:25])[O:20][C:21]([CH3:24])([CH3:23])[CH3:22])=[CH:15][N:14]([CH2:39][O:40][CH3:41])[N:13]=2)=[CH:45][CH:44]=1, predict the reactants needed to synthesize it. The reactants are: C([Mg]Cl)(C)C.[Li]CCCC.I[C:12]1[C:16]([CH2:17][N:18]([S:26]([C:29]2[CH:34]=[CH:33][C:32]([C:35]([F:38])([F:37])[F:36])=[CH:31][CH:30]=2)(=[O:28])=[O:27])[C:19](=[O:25])[O:20][C:21]([CH3:24])([CH3:23])[CH3:22])=[CH:15][N:14]([CH2:39][O:40][CH3:41])[N:13]=1.[F:42][C:43]1[CH:50]=[CH:49][C:46]([CH:47]=[O:48])=[CH:45][CH:44]=1. (5) Given the product [Br:1][C:2]1[CH:7]=[CH:6][C:5]([O:8][Si:18]([C:14]([CH3:17])([CH3:16])[CH3:15])([CH3:20])[CH3:19])=[CH:4][CH:3]=1, predict the reactants needed to synthesize it. The reactants are: [Br:1][C:2]1[CH:7]=[CH:6][C:5]([OH:8])=[CH:4][CH:3]=1.N1C=CN=C1.[C:14]([Si:18](Cl)([CH3:20])[CH3:19])([CH3:17])([CH3:16])[CH3:15]. (6) Given the product [CH3:1][O:2][C:3]1[C:4]([NH:15][C:16]([N:32]2[CH2:31][CH2:30][N:29]([C:24]3[CH:25]=[CH:26][CH:27]=[CH:28][C:23]=3[O:22][CH3:21])[CH2:34][CH2:33]2)=[O:20])=[N:5][C:6]2[C:11]([N:12]=1)=[CH:10][C:9]([O:13][CH3:14])=[CH:8][CH:7]=2, predict the reactants needed to synthesize it. The reactants are: [CH3:1][O:2][C:3]1[C:4]([NH:15][C:16](=[O:20])OCC)=[N:5][C:6]2[C:11]([N:12]=1)=[CH:10][C:9]([O:13][CH3:14])=[CH:8][CH:7]=2.[CH3:21][O:22][C:23]1[CH:28]=[CH:27][CH:26]=[CH:25][C:24]=1[N:29]1[CH2:34][CH2:33][NH:32][CH2:31][CH2:30]1.